This data is from Forward reaction prediction with 1.9M reactions from USPTO patents (1976-2016). The task is: Predict the product of the given reaction. (1) Given the reactants [N+:1]([C:4]1[CH:8]=[N:7][NH:6][C:5]=1[NH2:9])([O-:3])=[O:2].CN(C)[CH:12]=[CH:13][C:14]([C:16]1[CH:17]=[C:18]([N:22]([CH3:28])[S:23]([CH2:26][CH3:27])(=[O:25])=[O:24])[CH:19]=[CH:20][CH:21]=1)=O.C(OCC)(=O)C, predict the reaction product. The product is: [N+:1]([C:4]1[CH:8]=[N:7][N:6]2[C:14]([C:16]3[CH:17]=[C:18]([N:22]([CH3:28])[S:23]([CH2:26][CH3:27])(=[O:25])=[O:24])[CH:19]=[CH:20][CH:21]=3)=[CH:13][CH:12]=[N:9][C:5]=12)([O-:3])=[O:2]. (2) Given the reactants [F:1][C:2]([F:13])([F:12])[C:3]1[CH:11]=[CH:10][C:6]([C:7](Cl)=[O:8])=[CH:5][N:4]=1.[NH2:14][CH:15]1[C:20](=[O:21])[N:19]2[CH:22]([CH2:30][C:31]3[CH:36]=[CH:35][C:34]([Cl:37])=[CH:33][CH:32]=3)[C:23](=[O:29])[N:24]([CH:26]([CH3:28])[CH3:27])[CH2:25][CH:18]2[N:17]([S:38]([C:41]2[CH:46]=[CH:45][C:44]([Cl:47])=[CH:43][C:42]=2[Cl:48])(=[O:40])=[O:39])[CH2:16]1, predict the reaction product. The product is: [Cl:37][C:34]1[CH:35]=[CH:36][C:31]([CH2:30][CH:22]2[N:19]3[C:20](=[O:21])[CH:15]([NH:14][C:7](=[O:8])[C:6]4[CH:10]=[CH:11][C:3]([C:2]([F:13])([F:12])[F:1])=[N:4][CH:5]=4)[CH2:16][N:17]([S:38]([C:41]4[CH:46]=[CH:45][C:44]([Cl:47])=[CH:43][C:42]=4[Cl:48])(=[O:40])=[O:39])[CH:18]3[CH2:25][N:24]([CH:26]([CH3:28])[CH3:27])[C:23]2=[O:29])=[CH:32][CH:33]=1.